Predict the product of the given reaction. From a dataset of Forward reaction prediction with 1.9M reactions from USPTO patents (1976-2016). (1) Given the reactants [Cl:1][C:2]1[CH:3]=[C:4]([N:14]([CH2:21][C:22]2[CH:27]=[CH:26][C:25]([O:28][CH3:29])=[CH:24][CH:23]=2)[C:15]2[CH:20]=[CH:19][CH:18]=[CH:17][CH:16]=2)[C:5]2[N:6]([C:8]([C:11]([OH:13])=O)=[CH:9][N:10]=2)[N:7]=1.CCN=C=NCCCN(C)C.C1C=CC2N(O)N=NC=2C=1.[NH2:51][C:52]1[CH:57]=[CH:56][N:55]=[CH:54][CH:53]=1, predict the reaction product. The product is: [Cl:1][C:2]1[CH:3]=[C:4]([N:14]([CH2:21][C:22]2[CH:27]=[CH:26][C:25]([O:28][CH3:29])=[CH:24][CH:23]=2)[C:15]2[CH:16]=[CH:17][CH:18]=[CH:19][CH:20]=2)[C:5]2[N:6]([C:8]([C:11]([NH:51][C:52]3[CH:57]=[CH:56][N:55]=[CH:54][CH:53]=3)=[O:13])=[CH:9][N:10]=2)[N:7]=1. (2) Given the reactants Br[C:2]1[CH:3]=[C:4]([S:8]([NH:11][C:12]2[CH:21]=[CH:20][C:15]([C:16]([O:18][CH3:19])=[O:17])=[C:14]([OH:22])[CH:13]=2)(=[O:10])=[O:9])[S:5][C:6]=1[Cl:7].[NH2:23][C:24]([C:26]1[CH:31]=[CH:30][C:29](B(O)O)=[CH:28][CH:27]=1)=[O:25], predict the reaction product. The product is: [C:24]([C:26]1[CH:31]=[CH:30][C:29]([C:2]2[CH:3]=[C:4]([S:8]([NH:11][C:12]3[CH:21]=[CH:20][C:15]([C:16]([O:18][CH3:19])=[O:17])=[C:14]([OH:22])[CH:13]=3)(=[O:10])=[O:9])[S:5][C:6]=2[Cl:7])=[CH:28][CH:27]=1)(=[O:25])[NH2:23]. (3) Given the reactants Br[C:2]1[CH:22]=[CH:21][C:5]([C:6]([N:8]([CH2:16][C:17]([CH3:20])([CH3:19])[CH3:18])[C:9]2[CH:14]=[CH:13][CH:12]=[C:11]([CH3:15])[N:10]=2)=[O:7])=[C:4]([F:23])[CH:3]=1.C(=O)([O-])[O-].[K+].[K+].[CH2:30]([Zn]CC)[CH3:31], predict the reaction product. The product is: [CH3:18][C:17]([CH3:20])([CH3:19])[CH2:16][N:8]([C:9]1[CH:14]=[CH:13][CH:12]=[C:11]([CH3:15])[N:10]=1)[C:6](=[O:7])[C:5]1[CH:21]=[CH:22][C:2]([CH2:30][CH3:31])=[CH:3][C:4]=1[F:23]. (4) The product is: [Cu:27]([I:29])[I:28].[F:30][C:31]([F:41])([F:42])[C:32]([NH:34][CH2:35][CH2:36][O:37][CH2:38][C:39]#[CH:40])=[O:33].[CH2:12]1[CH2:13][CH2:14][N:16]2[C:17](=[N:19][CH2:20][CH2:22][CH2:23]2)[CH2:10][CH2:11]1. Given the reactants [Si](OO[CH2:10][C@H:11]1O[C@@H:14]([N:16]2[CH:23]=[C:22](CBr)[C:20](=O)[NH:19][C:17]2=O)[CH2:13][CH2:12]1)(C(C)(C)C)(C)C.[Cu].[Cu:27]([I:29])[I:28].[F:30][C:31]([F:42])([F:41])[C:32]([NH:34][CH2:35][CH2:36][O:37][CH2:38][C:39]#[CH:40])=[O:33].CCCCCCC=CCCC.[Si](OOC[C@H]1O[C@@H](N2C=C(CC#CCOCCNC(=O)C(F)(F)F)C(=O)NC2=O)CC1)(C(C)(C)C)(C)C.[C-]#[C-], predict the reaction product. (5) Given the reactants [CH:1]1([CH2:7][O:8][C:9]2[C:10]([NH2:15])=[N:11][CH:12]=[CH:13][CH:14]=2)[CH2:6][CH2:5][CH2:4][CH2:3][CH2:2]1.Cl[CH:17]([C:23]([CH3:25])=O)[C:18]([O:20][CH2:21][CH3:22])=[O:19], predict the reaction product. The product is: [CH:1]1([CH2:7][O:8][C:9]2[C:10]3[N:11]([C:17]([C:18]([O:20][CH2:21][CH3:22])=[O:19])=[C:23]([CH3:25])[N:15]=3)[CH:12]=[CH:13][CH:14]=2)[CH2:2][CH2:3][CH2:4][CH2:5][CH2:6]1. (6) Given the reactants C(OC([N:8]1[CH2:13][CH2:12][N:11]([C:14]2[N:15]([C:25]3[CH:30]=[CH:29][C:28]([C:31]4[CH:36]=[CH:35][N:34]=[CH:33][CH:32]=4)=[CH:27][CH:26]=3)[C:16]3[C:21]([C:22]=2[CH:23]=[O:24])=[CH:20][CH:19]=[CH:18][CH:17]=3)[CH2:10][CH2:9]1)=O)(C)(C)C.FC(F)(F)C(O)=O, predict the reaction product. The product is: [N:11]1([C:14]2[N:15]([C:25]3[CH:26]=[CH:27][C:28]([C:31]4[CH:32]=[CH:33][N:34]=[CH:35][CH:36]=4)=[CH:29][CH:30]=3)[C:16]3[C:21]([C:22]=2[CH:23]=[O:24])=[CH:20][CH:19]=[CH:18][CH:17]=3)[CH2:10][CH2:9][NH:8][CH2:13][CH2:12]1.